From a dataset of Forward reaction prediction with 1.9M reactions from USPTO patents (1976-2016). Predict the product of the given reaction. Given the reactants [N+:1]([C:4]1[C:5]([N:22]2[CH2:27][CH2:26][CH2:25][C@H:24]([NH:28][C:29](=[O:35])[O:30][C:31]([CH3:34])([CH3:33])[CH3:32])[CH2:23]2)=[C:6]2[CH:12]=[CH:11][N:10]([S:13]([C:16]3[CH:21]=[CH:20][CH:19]=[CH:18][CH:17]=3)(=[O:15])=[O:14])[C:7]2=[N:8][CH:9]=1)([O-])=O.[NH4+].[Cl-].CCO, predict the reaction product. The product is: [NH2:1][C:4]1[C:5]([N:22]2[CH2:27][CH2:26][CH2:25][C@H:24]([NH:28][C:29](=[O:35])[O:30][C:31]([CH3:33])([CH3:32])[CH3:34])[CH2:23]2)=[C:6]2[CH:12]=[CH:11][N:10]([S:13]([C:16]3[CH:17]=[CH:18][CH:19]=[CH:20][CH:21]=3)(=[O:15])=[O:14])[C:7]2=[N:8][CH:9]=1.